Dataset: Peptide-MHC class I binding affinity with 185,985 pairs from IEDB/IMGT. Task: Regression. Given a peptide amino acid sequence and an MHC pseudo amino acid sequence, predict their binding affinity value. This is MHC class I binding data. (1) The peptide sequence is GALDLSHFL. The MHC is HLA-A11:01 with pseudo-sequence HLA-A11:01. The binding affinity (normalized) is 0. (2) The peptide sequence is KRYTTGGTSR. The MHC is Mamu-B08 with pseudo-sequence Mamu-B08. The binding affinity (normalized) is 0.388.